From a dataset of Experimentally validated miRNA-target interactions with 360,000+ pairs, plus equal number of negative samples. Binary Classification. Given a miRNA mature sequence and a target amino acid sequence, predict their likelihood of interaction. The miRNA is hsa-miR-3914 with sequence AAGGAACCAGAAAAUGAGAAGU. The protein sequence of the target gene is MAGLARGDSRGRPPELPGDLSSQEEEEEEGDSDAGASSLGSYSSASSDTDVEPEWLDSVQKNGELFYLELSEDEEESLLPETQTANHVNHVRFSDKEVIIEEDDSRERKKSEPKLRRFTKILKSKSLLPRRHHKKSSSNNGPVSILKHQSSQKTGVTVQQRYKDVTVYINPRKLTAIKAREQVKLLEVLVGIIHQTKRSWKRSAKQADGERLVVHGLLPGGSAMKSGQVLVGDVLVAVNDVDVTSENIERVLSCIPGPMQVKLTFENAYAVKRETAQPQKKKAQSSTQDLVKLLCGSEAD.... Result: 0 (no interaction).